This data is from Forward reaction prediction with 1.9M reactions from USPTO patents (1976-2016). The task is: Predict the product of the given reaction. Given the reactants [CH3:1][NH:2][CH2:3][CH2:4][CH2:5][NH2:6].[N+:7]([C:10]1[CH:15]=[CH:14][CH:13]=[CH:12][C:11]=1[S:16](Cl)(=[O:18])=[O:17])([O-:9])=[O:8].C(N(CC)CC)C.Cl, predict the reaction product. The product is: [NH2:6][CH2:5][CH2:4][CH2:3][N:2]([CH3:1])[S:16]([C:11]1[CH:12]=[CH:13][CH:14]=[CH:15][C:10]=1[N+:7]([O-:9])=[O:8])(=[O:17])=[O:18].